Dataset: Forward reaction prediction with 1.9M reactions from USPTO patents (1976-2016). Task: Predict the product of the given reaction. Given the reactants [CH2:1]([N:8]1[CH2:12][CH2:11][C@H:10]([NH2:13])[CH2:9]1)[C:2]1[CH:7]=[CH:6][CH:5]=[CH:4][CH:3]=1.[F:14][C:15]([F:20])([F:19])[CH2:16][CH:17]=O.[BH-](OC(C)=O)(OC(C)=O)OC(C)=O.[Na+].C([O-])(O)=O.[Na+], predict the reaction product. The product is: [CH2:1]([N:8]1[CH2:12][CH2:11][C@H:10]([NH:13][CH2:17][CH2:16][C:15]([F:20])([F:19])[F:14])[CH2:9]1)[C:2]1[CH:3]=[CH:4][CH:5]=[CH:6][CH:7]=1.